This data is from Forward reaction prediction with 1.9M reactions from USPTO patents (1976-2016). The task is: Predict the product of the given reaction. (1) The product is: [C:10]([CH2:9][CH2:8][C:5]1[CH:6]=[CH:7][C:2]([NH:1][C:34]([C:23]2[N:24]([CH2:26][O:27][CH2:28][CH2:29][Si:30]([CH3:33])([CH3:32])[CH3:31])[CH:25]=[C:21]([C:19]#[N:20])[N:22]=2)=[O:35])=[C:3]([C:13]2[CH2:18][CH2:17][CH2:16][CH2:15][CH:14]=2)[CH:4]=1)(=[O:11])[NH2:12]. Given the reactants [NH2:1][C:2]1[CH:7]=[CH:6][C:5]([CH2:8][CH2:9][C:10]([NH2:12])=[O:11])=[CH:4][C:3]=1[C:13]1[CH2:18][CH2:17][CH2:16][CH2:15][CH:14]=1.[C:19]([C:21]1[N:22]=[C:23]([C:34]([O-])=[O:35])[N:24]([CH2:26][O:27][CH2:28][CH2:29][Si:30]([CH3:33])([CH3:32])[CH3:31])[CH:25]=1)#[N:20].[K+].C1CN([P+](Br)(N2CCCC2)N2CCCC2)CC1.F[P-](F)(F)(F)(F)F.CCN(C(C)C)C(C)C, predict the reaction product. (2) Given the reactants FC(F)(F)C(O)=O.C(OC1C=CC(C[O:21][CH2:22][C:23]2([CH3:34])[O:27][C:26]3=[N:28][C:29]([N+:31]([O-:33])=[O:32])=[CH:30][N:25]3[CH2:24]2)=CC=1)C1C=CC=CC=1.C1(OC)C=CC=CC=1, predict the reaction product. The product is: [CH3:34][C:23]1([CH2:22][OH:21])[O:27][C:26]2=[N:28][C:29]([N+:31]([O-:33])=[O:32])=[CH:30][N:25]2[CH2:24]1. (3) Given the reactants [NH2:1][C:2]1[CH:7]=[C:6]([O:8][C:9]2[CH:14]=[CH:13][C:12]([N+:15]([O-:17])=[O:16])=[CH:11][C:10]=2[F:18])[N:5]=[CH:4][N:3]=1.C(N(CC)CC)C.Cl[C:27](OC1C=CC=CC=1)=[O:28].[N:36]1([CH:42]2[CH2:47][CH2:46][NH:45][CH2:44][CH2:43]2)[CH2:41][CH2:40][CH2:39][CH2:38][CH2:37]1, predict the reaction product. The product is: [N+:15]([C:12]1[CH:13]=[CH:14][C:9]([O:8][C:6]2[N:5]=[CH:4][N:3]=[C:2]([NH:1][C:27]([N:45]3[CH2:46][CH2:47][CH:42]([N:36]4[CH2:41][CH2:40][CH2:39][CH2:38][CH2:37]4)[CH2:43][CH2:44]3)=[O:28])[CH:7]=2)=[C:10]([F:18])[CH:11]=1)([O-:17])=[O:16]. (4) Given the reactants [CH3:1][C:2]1[C:7]([CH3:8])=[C:6]([C:9]2[CH2:14][CH2:13][N:12]([C:15]([O:17][C:18]([CH3:21])([CH3:20])[CH3:19])=[O:16])[CH2:11][C:10]=2[C:22]([O:24][CH2:25][CH3:26])=[O:23])[CH:5]=[C:4]([O:27][CH2:28][C:29]2[CH:34]=[CH:33][CH:32]=[CH:31][CH:30]=2)[N:3]=1.[Mg], predict the reaction product. The product is: [CH3:1][C:2]1[C:7]([CH3:8])=[C:6]([C@H:9]2[CH2:14][CH2:13][N:12]([C:15]([O:17][C:18]([CH3:21])([CH3:19])[CH3:20])=[O:16])[CH2:11][C@H:10]2[C:22]([O:24][CH2:25][CH3:26])=[O:23])[CH:5]=[C:4]([O:27][CH2:28][C:29]2[CH:30]=[CH:31][CH:32]=[CH:33][CH:34]=2)[N:3]=1. (5) Given the reactants [C:1]([O:5][C:6]([NH:8][CH:9]([CH2:13][C:14]1[CH:23]=[CH:22][C:21]2[C:16](=[CH:17][CH:18]=[CH:19][CH:20]=2)[CH:15]=1)[C:10]([OH:12])=[O:11])=[O:7])([CH3:4])([CH3:3])[CH3:2].F[P-](F)(F)(F)(F)F.N1(OC(N(C)C)=[N+](C)C)C2C=CC=C[C:34]=2N=N1.ON1C2C=CC=CC=2N=N1.C(N(C(C)C)C(C)C)C, predict the reaction product. The product is: [CH3:34][O:11][C:10](=[O:12])[C@@H:9]([NH:8][C:6]([O:5][C:1]([CH3:4])([CH3:2])[CH3:3])=[O:7])[CH2:13][C:14]1[CH:23]=[CH:22][C:21]2[C:16](=[CH:17][CH:18]=[CH:19][CH:20]=2)[CH:15]=1. (6) Given the reactants Cl.[NH2:2][C@@H:3]([CH2:8][CH2:9][CH2:10][NH:11][C:12]([O:14][C:15]([CH3:18])([CH3:17])[CH3:16])=[O:13])[C:4]([O:6][CH3:7])=[O:5].[Cl:19][C:20]1[CH:25]=[CH:24][CH:23]=[CH:22][C:21]=1[CH:26]([C:35]1[CH:40]=[CH:39][CH:38]=[CH:37][C:36]=1[Cl:41])[C:27]1[S:31][C:30]([C:32](O)=[O:33])=[CH:29][CH:28]=1.C(N(C(C)C)CC)(C)C.CN(C(ON1N=NC2C=CC=CC1=2)=[N+](C)C)C.F[P-](F)(F)(F)(F)F, predict the reaction product. The product is: [Cl:41][C:36]1[CH:37]=[CH:38][CH:39]=[CH:40][C:35]=1[CH:26]([C:21]1[CH:22]=[CH:23][CH:24]=[CH:25][C:20]=1[Cl:19])[C:27]1[S:31][C:30]([C:32]([NH:2][C@@H:3]([CH2:8][CH2:9][CH2:10][NH:11][C:12]([O:14][C:15]([CH3:18])([CH3:17])[CH3:16])=[O:13])[C:4]([O:6][CH3:7])=[O:5])=[O:33])=[CH:29][CH:28]=1. (7) Given the reactants [F:1][C:2]([F:20])([F:19])[C:3]([NH:5][CH2:6][C:7]([C:9]1[CH:14]=[CH:13][C:12]([CH:15]([CH3:17])[CH3:16])=[CH:11][C:10]=1[OH:18])=O)=[O:4].[CH2:21]([SiH](CC)CC)[CH3:22].F[C:29](F)(F)[C:30]([OH:32])=[O:31], predict the reaction product. The product is: [CH2:21]([O:32][C:30](=[O:31])[CH2:29][O:18][C:10]1[CH:11]=[C:12]([CH:15]([CH3:17])[CH3:16])[CH:13]=[CH:14][C:9]=1[CH2:7][CH2:6][NH:5][C:3](=[O:4])[C:2]([F:20])([F:19])[F:1])[CH3:22].